Dataset: Reaction yield outcomes from USPTO patents with 853,638 reactions. Task: Predict the reaction yield, written as a fraction of the theoretical maximum amount of product (1.0 means a 100% yield; for example, 0.34 means a 34% yield). (1) The reactants are [CH3:1][CH2:2][O:3][C:4]([C:6]1([CH3:14])[NH:10][CH:9]([C:11]([OH:13])=[O:12])[CH2:8][S:7]1)=[O:5].C(N(CC)CC)C.[C:22](Cl)(=[O:24])[CH3:23].Cl. The catalyst is C(OCC)(=O)C.O. The product is [CH3:1][CH2:2][O:3][C:4]([C@@:6]1([CH3:14])[N:10]([C:22](=[O:24])[CH3:23])[C@H:9]([C:11]([OH:13])=[O:12])[CH2:8][S:7]1)=[O:5]. The yield is 0.550. (2) The reactants are Br[C:2]1[S:6][C:5]([CH:7]=[O:8])=[C:4]([CH3:9])[CH:3]=1.[C:10]([O:14][C:15]([CH3:18])([CH3:17])[CH3:16])(=[O:13])[CH:11]=[CH2:12].C1(C)C=CC=CC=1P(C1C=CC=CC=1C)C1C=CC=CC=1C.CCN(CC)CC. The catalyst is CC#N.CC([O-])=O.CC([O-])=O.[Pd+2]. The product is [CH:7]([C:5]1[S:6][C:2](/[CH:12]=[CH:11]/[C:10]([O:14][C:15]([CH3:18])([CH3:17])[CH3:16])=[O:13])=[CH:3][C:4]=1[CH3:9])=[O:8]. The yield is 0.400. (3) The yield is 0.750. The catalyst is C([O-])(=O)C.[Pd+2].C([O-])(=O)C.C1(P(C2CCCCC2)C2C=CC=CC=2C2C(OC)=CC=CC=2OC)CCCCC1. The product is [Cl:10][C:11]1[CH:27]=[CH:26][C:14]([C:15]2[CH:20]=[CH:19][C:18]([CH2:24][CH3:25])=[C:17]([C:2]3[C:3](=[O:9])[CH2:4][CH2:5][C:6]=3[O:7][CH3:8])[CH:16]=2)=[CH:13][CH:12]=1. The reactants are Br[C:2]1[C:3](=[O:9])[CH2:4][CH2:5][C:6]=1[O:7][CH3:8].[Cl:10][C:11]1[CH:27]=[CH:26][C:14]([C:15]2[CH:16]=[CH:17][C:18]([CH2:24][CH3:25])=[C:19](B(O)O)[CH:20]=2)=[CH:13][CH:12]=1.P([O-])([O-])([O-])=O.[K+].[K+].[K+]. (4) The reactants are [Cl:1][C:2]1[N:7]=[C:6](S(C)=O)[N:5]=[C:4]2[N:11]([C:16]3[C:21]([F:22])=[CH:20][CH:19]=[CH:18][C:17]=3[F:23])[C:12](=[O:15])[NH:13][CH2:14][C:3]=12.[CH3:24][N:25]([CH3:29])[CH2:26][CH2:27][NH2:28].C(N(CC)CC)C. The catalyst is C(Cl)Cl. The product is [Cl:1][C:2]1[N:7]=[C:6]([NH:28][CH2:27][CH2:26][N:25]([CH3:29])[CH3:24])[N:5]=[C:4]2[N:11]([C:16]3[C:21]([F:22])=[CH:20][CH:19]=[CH:18][C:17]=3[F:23])[C:12](=[O:15])[NH:13][CH2:14][C:3]=12. The yield is 0.850. (5) The reactants are Br[C:2]1[CH:7]=[CH:6][CH:5]=[CH:4][C:3]=1[O:8][CH2:9][CH2:10][CH:11]([CH3:13])[CH3:12].C([Li])CCC.[B:19](OCC)([O:23]CC)[O:20]CC. The catalyst is C1COCC1. The product is [CH2:9]([O:8][C:3]1[CH:4]=[CH:5][CH:6]=[CH:7][C:2]=1[B:19]([OH:23])[OH:20])[CH2:10][CH:11]([CH3:13])[CH3:12]. The yield is 0.770. (6) The reactants are [Cl:1][C:2]1[CH:3]=[C:4]([CH:7]=[C:8]([NH:10][CH2:11][C:12]2[CH:17]=[CH:16][C:15]([O:18][C:19]([F:22])([F:21])[F:20])=[CH:14][CH:13]=2)[CH:9]=1)[C:5]#[N:6].[C:23](Cl)(=[O:27])[CH2:24][CH2:25][CH3:26]. No catalyst specified. The product is [Cl:1][C:2]1[CH:9]=[C:8]([N:10]([CH2:11][C:12]2[CH:13]=[CH:14][C:15]([O:18][C:19]([F:20])([F:21])[F:22])=[CH:16][CH:17]=2)[C:23](=[O:27])[CH2:24][CH2:25][CH3:26])[CH:7]=[C:4]([C:5]#[N:6])[CH:3]=1. The yield is 0.780.